This data is from Catalyst prediction with 721,799 reactions and 888 catalyst types from USPTO. The task is: Predict which catalyst facilitates the given reaction. (1) Reactant: [CH2:1]([N:8]1[C:12]([C:13]2[CH:18]=[CH:17][CH:16]=[CH:15][CH:14]=2)=[C:11]([NH:19]C(=O)OCC[Si](C)(C)C)[CH:10]=[N:9]1)[C:2]1[CH:7]=[CH:6][CH:5]=[CH:4][CH:3]=1.O.[F-].C([N+](CCCC)(CCCC)CCCC)CCC.C1COCC1. Product: [CH2:1]([N:8]1[C:12]([C:13]2[CH:14]=[CH:15][CH:16]=[CH:17][CH:18]=2)=[C:11]([NH2:19])[CH:10]=[N:9]1)[C:2]1[CH:3]=[CH:4][CH:5]=[CH:6][CH:7]=1. The catalyst class is: 1. (2) Reactant: [CH3:1][N:2]1[CH:6]=[C:5]([C:7]2[N:12]=[N:11][C:10]([NH:13][NH2:14])=[CH:9][CH:8]=2)[CH:4]=[N:3]1.[OH-].[K+].[C:17](=S)=[S:18]. Product: [CH3:1][N:2]1[CH:6]=[C:5]([C:7]2[CH:8]=[CH:9][C:10]3[N:11]([C:17]([SH:18])=[N:14][N:13]=3)[N:12]=2)[CH:4]=[N:3]1. The catalyst class is: 40. (3) Reactant: [O:1]=[C:2]([N:16]1[CH2:21][CH2:20][N:19]2[C:22]([C:25]([F:28])([F:27])[F:26])=[N:23][N:24]=[C:18]2[CH2:17]1)[CH2:3][CH:4]([NH2:15])[CH2:5][C:6]1[CH:11]=[C:10]([F:12])[C:9]([F:13])=[CH:8][C:7]=1[F:14].[P:29](=[O:33])([OH:32])([OH:31])[OH:30]. Product: [P:29]([OH:33])([OH:32])([OH:31])=[O:30].[O:1]=[C:2]([N:16]1[CH2:21][CH2:20][N:19]2[C:22]([C:25]([F:28])([F:27])[F:26])=[N:23][N:24]=[C:18]2[CH2:17]1)[CH2:3][C@@H:4]([NH2:15])[CH2:5][C:6]1[CH:11]=[C:10]([F:12])[C:9]([F:13])=[CH:8][C:7]=1[F:14]. The catalyst class is: 32. (4) Reactant: [N+](C1C=C[C:7]([O:10][P:11]([C:23]2[CH:28]=[CH:27][CH:26]=[CH:25][CH:24]=2)(=O)[O:12]C2C=CC([N+]([O-])=O)=CC=2)=CC=1)([O-])=O.[NH:29]1[C:37]2[C:32](=[CH:33][CH:34]=[CH:35][CH:36]=2)[CH:31]=[C:30]1[C:38]1[C:46]2[C:41](=[CH:42][CH:43]=[C:44]([OH:47])[CH:45]=2)[NH:40][N:39]=1.N12CCCN=C1CCCCC2.C(=O)(O)[O-].[Na+].[Cl-].[Na+]. Product: [CH3:7][O:10][P:11]([C:23]1[CH:28]=[CH:27][CH:26]=[CH:25][CH:24]=1)(=[O:12])[O:47][C:44]1[CH:45]=[C:46]2[C:41](=[CH:42][CH:43]=1)[NH:40][N:39]=[C:38]2[C:30]1[NH:29][C:37]2[C:32]([CH:31]=1)=[CH:33][CH:34]=[CH:35][CH:36]=2. The catalyst class is: 4. (5) Reactant: [CH3:1][N:2]1[C:7](=[O:8])[C:6]([NH:9][C:10]2[CH:11]=[N:12][CH:13]=[CH:14][CH:15]=2)=[N:5][C:4](B(O)O)=[CH:3]1.Cl[C:20]1[C:25]([CH:26]=[O:27])=[C:24]([N:28]2[CH2:41][CH2:40][N:31]3[C:32]4[CH2:33][CH2:34][CH2:35][CH2:36][C:37]=4[C:38]([F:39])=[C:30]3[C:29]2=[O:42])[N:23]=[CH:22][CH:21]=1.C([O-])([O-])=O.[Na+].[Na+].CN(C=O)C. Product: [F:39][C:38]1[C:37]2[CH2:36][CH2:35][CH2:34][CH2:33][C:32]=2[N:31]2[CH2:40][CH2:41][N:28]([C:24]3[N:23]=[CH:22][CH:21]=[C:20]([C:4]4[N:5]=[C:6]([NH:9][C:10]5[CH:11]=[N:12][CH:13]=[CH:14][CH:15]=5)[C:7](=[O:8])[N:2]([CH3:1])[CH:3]=4)[C:25]=3[CH:26]=[O:27])[C:29](=[O:42])[C:30]=12. The catalyst class is: 263. (6) Reactant: [C:1]1([C:7]2[NH:8][CH:9]=[CH:10][C:11]=2[C:12]([OH:14])=O)[CH:6]=[CH:5][CH:4]=[CH:3][CH:2]=1.[CH3:15][O:16][C:17]1[CH:18]=[C:19]([N:25]2[CH2:30][CH2:29][NH:28][CH2:27][CH2:26]2)[CH:20]=[C:21]([O:23][CH3:24])[CH:22]=1.Cl.CN(C)CCCN=C=NCC.O.ON1C2C=CC=CC=2N=N1. Product: [CH3:15][O:16][C:17]1[CH:18]=[C:19]([N:25]2[CH2:26][CH2:27][N:28]([C:12]([C:11]3[CH:10]=[CH:9][NH:8][C:7]=3[C:1]3[CH:2]=[CH:3][CH:4]=[CH:5][CH:6]=3)=[O:14])[CH2:29][CH2:30]2)[CH:20]=[C:21]([O:23][CH3:24])[CH:22]=1. The catalyst class is: 4. (7) Reactant: [CH3:1][C:2]1[CH:7]=[C:6]([CH3:8])[NH:5][C:4](=[O:9])[C:3]=1[C:10]([O:12][CH2:13][CH3:14])=[O:11].[F:15][C:16]1[CH:21]=[CH:20][C:19](B(O)O)=[CH:18][CH:17]=1.N1C=CC=CC=1. Product: [F:15][C:16]1[CH:21]=[CH:20][C:19]([N:5]2[C:6]([CH3:8])=[CH:7][C:2]([CH3:1])=[C:3]([C:10]([O:12][CH2:13][CH3:14])=[O:11])[C:4]2=[O:9])=[CH:18][CH:17]=1. The catalyst class is: 12.